This data is from Catalyst prediction with 721,799 reactions and 888 catalyst types from USPTO. The task is: Predict which catalyst facilitates the given reaction. (1) Reactant: [CH2:1]([N:3]1[CH:7]=[C:6]([C:8](=O)[C:9]([O:11][CH2:12][CH3:13])=[O:10])[CH:5]=[N:4]1)[CH3:2].S(C1C=CC(C)=CC=1)(O)(=O)=O.S(C1C=CC(C)=CC=1)(O)(=O)=O.[NH:37]1[C:45]2[C:40](=[CH:41][CH:42]=[CH:43][CH:44]=2)[C:39]([CH2:46][C@@H:47]([NH2:60])[C:48]2[NH:49][CH:50]=[C:51]([C:53]3[CH:58]=[CH:57][C:56]([F:59])=[CH:55][N:54]=3)[N:52]=2)=[CH:38]1.C([O-])(=O)C.[Na+]. Product: [F:59][C:56]1[CH:57]=[CH:58][C:53]([C:51]2[N:52]=[C:48]([C@H:47]3[CH2:46][C:39]4[C:40]5[C:45](=[CH:44][CH:43]=[CH:42][CH:41]=5)[NH:37][C:38]=4[C:8]([C:6]4[CH:5]=[N:4][N:3]([CH2:1][CH3:2])[CH:7]=4)([C:9]([O:11][CH2:12][CH3:13])=[O:10])[NH:60]3)[NH:49][CH:50]=2)=[N:54][CH:55]=1. The catalyst class is: 14. (2) Reactant: [NH2:1][C:2]1[N:6]([CH2:7][C:8]2[CH:9]=[C:10]([C:14]3[CH:19]=[CH:18][C:17](=[O:20])[N:16]([CH2:21][C:22]4[CH:23]=[C:24]([CH:29]=[CH:30][CH:31]=4)[C:25]([O:27]C)=[O:26])[N:15]=3)[CH:11]=[CH:12][CH:13]=2)[C:5]2[CH:32]=[CH:33][CH:34]=[CH:35][C:4]=2[N:3]=1.O.[OH-].[Li+:38].O. Product: [NH2:1][C:2]1[N:6]([CH2:7][C:8]2[CH:9]=[C:10]([C:14]3[CH:19]=[CH:18][C:17](=[O:20])[N:16]([CH2:21][C:22]4[CH:23]=[C:24]([CH:29]=[CH:30][CH:31]=4)[C:25]([O-:27])=[O:26])[N:15]=3)[CH:11]=[CH:12][CH:13]=2)[C:5]2[CH:32]=[CH:33][CH:34]=[CH:35][C:4]=2[N:3]=1.[Li+:38]. The catalyst class is: 1. (3) Reactant: [OH:1][CH:2]([C:8]1[O:12][C:11]2[C:13]([O:23]C)=[C:14]3[C:19](=[C:20]([O:21]C)[C:10]=2[CH:9]=1)[CH:18]=[CH:17][CH:16]=[CH:15]3)[CH2:3][S:4]([CH3:7])(=[O:6])=[O:5].[N+]([O-])([O-])=O.[NH4+].[Ce].[K]. Product: [OH:1][C:2]([C:8]1[O:12][C:11]2[C:13](=[O:23])[C:14]3[C:19]([C:20](=[O:21])[C:10]=2[CH:9]=1)=[CH:18][CH:17]=[CH:16][CH:15]=3)=[CH:3][S:4]([CH3:7])(=[O:6])=[O:5]. The catalyst class is: 47.